This data is from Full USPTO retrosynthesis dataset with 1.9M reactions from patents (1976-2016). The task is: Predict the reactants needed to synthesize the given product. (1) Given the product [Cl:40][C:25]1[C:26]([NH:28][C@@H:29]2[CH2:34][CH2:33][CH2:32][CH2:31][C@H:30]2[NH:35][S:36]([CH3:39])(=[O:38])=[O:37])=[N:27][C:22]([NH:1][C:2]2[CH:3]=[C:4]3[C:10](=[CH:11][CH:12]=2)[CH:9]2[CH2:13][CH2:14][CH:5]3[CH2:6][N:7]([C:15](=[O:20])[C:16]([F:19])([F:17])[F:18])[CH2:8]2)=[N:23][CH:24]=1, predict the reactants needed to synthesize it. The reactants are: [NH2:1][C:2]1[CH:3]=[C:4]2[C:10](=[CH:11][CH:12]=1)[CH:9]1[CH2:13][CH2:14][CH:5]2[CH2:6][N:7]([C:15](=[O:20])[C:16]([F:19])([F:18])[F:17])[CH2:8]1.Cl[C:22]1[N:27]=[C:26]([NH:28][C@@H:29]2[CH2:34][CH2:33][CH2:32][CH2:31][C@H:30]2[NH:35][S:36]([CH3:39])(=[O:38])=[O:37])[C:25]([Cl:40])=[CH:24][N:23]=1. (2) Given the product [C:17]([O:16][CH2:8][CH2:9][CH2:10][CH2:11][CH2:12][CH2:13][CH2:14][CH3:15])(=[O:19])[CH3:18], predict the reactants needed to synthesize it. The reactants are: C(N(CC)CC)C.[CH2:8]([OH:16])[CH2:9][CH2:10][CH2:11][CH2:12][CH2:13][CH2:14][CH3:15].[C:17](OC=C)(=[O:19])[CH3:18].C(OCCCCCCCC)=C. (3) Given the product [Cl:1][C:2]1[CH:7]=[CH:6][N:5]=[C:4]([C:8]2[NH:15][CH2:14][CH2:13][N:9]=2)[CH:3]=1, predict the reactants needed to synthesize it. The reactants are: [Cl:1][C:2]1[CH:7]=[CH:6][N:5]=[C:4]([C:8]#[N:9])[CH:3]=1.C[O-].[Na+].[CH2:13](N)[CH2:14][NH2:15]. (4) Given the product [CH3:11][CH:10]([O:20][C:39]([CH3:40])=[O:42])[CH2:9][O:8][CH3:7], predict the reactants needed to synthesize it. The reactants are: [CH2:11]([C:10]1([CH2:7][O:8][CH2:9][CH2:10][CH2:11][Si](OC)(OC)OC)[CH2:7][O:8][CH2:9]1)C.C[O:20][Si](OC)(OC)OC.[OH-].C[N+](C)(C)C.O.[N+]([O-])(O)=O.[CH2:39]([OH:42])[CH2:40]C. (5) Given the product [C:10]([O:9][CH2:8][C:4]1[CH:5]=[N:6][CH:7]=[C:2]([C:17]2[CH:18]=[CH:19][C:14]([F:13])=[CH:15][CH:16]=2)[CH:3]=1)(=[O:12])[CH3:11], predict the reactants needed to synthesize it. The reactants are: Br[C:2]1[CH:3]=[C:4]([CH2:8][O:9][C:10](=[O:12])[CH3:11])[CH:5]=[N:6][CH:7]=1.[F:13][C:14]1[CH:19]=[CH:18][C:17](B(O)O)=[CH:16][CH:15]=1.